The task is: Predict the reaction yield, written as a fraction of the theoretical maximum amount of product (1.0 means a 100% yield; for example, 0.34 means a 34% yield).. This data is from Reaction yield outcomes from USPTO patents with 853,638 reactions. (1) The reactants are [F:1][C:2]1[N:10]=[C:9]2[C:5]([N:6]=[C:7]([CH2:14][C:15]3[C:23]([I:24])=[CH:22][C:18]4[O:19][CH2:20][O:21][C:17]=4[CH:16]=3)[N:8]2[CH2:11][C:12]#[CH:13])=[C:4]([NH2:25])[N:3]=1.[NH:26]1[CH2:30][CH2:29][CH:28]([OH:31])[CH2:27]1.C=O.[C:34](O)(=O)C. The catalyst is [Cu](I)I.O1CCOCC1. The product is [NH2:25][C:4]1[N:3]=[C:2]([F:1])[N:10]=[C:9]2[C:5]=1[N:6]=[C:7]([CH2:14][C:15]1[C:23]([I:24])=[CH:22][C:18]3[O:19][CH2:20][O:21][C:17]=3[CH:16]=1)[N:8]2[CH2:11][C:12]#[C:13][CH2:34][N:26]1[CH2:30][CH2:29][CH:28]([OH:31])[CH2:27]1. The yield is 0.530. (2) The reactants are [CH2:1]([O:3][C:4]([C:6]1[S:10][C:9]([C:11]2[CH:16]=[CH:15][C:14]([O:17]C)=[CH:13][CH:12]=2)=[N:8][C:7]=1[CH3:19])=[O:5])[CH3:2].B(Br)(Br)Br. The catalyst is ClCCl. The product is [CH2:1]([O:3][C:4]([C:6]1[S:10][C:9]([C:11]2[CH:12]=[CH:13][C:14]([OH:17])=[CH:15][CH:16]=2)=[N:8][C:7]=1[CH3:19])=[O:5])[CH3:2]. The yield is 0.950. (3) The reactants are C[Mg]I.[Br:4][C:5]1[CH:12]=[CH:11][C:8](C#N)=[C:7]([Cl:13])[CH:6]=1.Cl.C([O:17][CH2:18][CH3:19])C. No catalyst specified. The product is [Br:4][C:5]1[CH:12]=[CH:11][C:8]([C:18](=[O:17])[CH3:19])=[C:7]([Cl:13])[CH:6]=1. The yield is 0.720. (4) The reactants are [CH2:1]([S:3][C:4]1[CH:9]=[CH:8][CH:7]=[CH:6][C:5]=1[CH2:10]O)[CH3:2].S(Cl)([Cl:14])=O. The catalyst is ClCCl. The product is [Cl:14][CH2:10][C:5]1[CH:6]=[CH:7][CH:8]=[CH:9][C:4]=1[S:3][CH2:1][CH3:2]. The yield is 0.960. (5) The reactants are I[C:2]1[CH:7]=[CH:6][C:5]([I:8])=[CH:4][CH:3]=1.C(N(CC)CC)C.[C:16]([C:18]1[CH:24]=[CH:23][C:21]([NH2:22])=[CH:20][CH:19]=1)#[CH:17]. The catalyst is Cl[Pd](Cl)([P](C1C=CC=CC=1)(C1C=CC=CC=1)C1C=CC=CC=1)[P](C1C=CC=CC=1)(C1C=CC=CC=1)C1C=CC=CC=1.[Cu]I.C1COCC1. The product is [I:8][C:5]1[CH:6]=[CH:7][C:2]([C:17]#[C:16][C:18]2[CH:24]=[CH:23][C:21]([NH2:22])=[CH:20][CH:19]=2)=[CH:3][CH:4]=1. The yield is 0.710. (6) The reactants are [Br:1][C:2]1[CH:7]=[CH:6][C:5]([CH2:8][CH3:9])=[C:4]([N+:10]([O-])=O)[CH:3]=1.[CH:13]([Mg]Br)=[CH2:14]. The catalyst is C1COCC1.O. The product is [Br:1][C:2]1[CH:7]=[CH:6][C:5]([CH2:8][CH3:9])=[C:4]2[C:3]=1[CH:13]=[CH:14][NH:10]2. The yield is 0.160.